From a dataset of Catalyst prediction with 721,799 reactions and 888 catalyst types from USPTO. Predict which catalyst facilitates the given reaction. (1) Reactant: C(=O)[C:2]1[CH:9]=[CH:8][C:5]([CH:6]=[O:7])=[CH:4][CH:3]=1.C(O)C.C(O[CH:17]([O:21][CH2:22][CH3:23])[O:18][CH2:19][CH3:20])C. Product: [CH2:22]([O:21][CH:17]([O:18][CH2:19][CH3:20])[C:2]1[CH:9]=[CH:8][C:5]([CH:6]=[O:7])=[CH:4][CH:3]=1)[CH3:23]. The catalyst class is: 775. (2) Reactant: Br[C:2]1[N:10]([CH2:11][CH2:12][CH:13]([CH3:15])[CH3:14])[C:9]2[C:8](=[O:16])[N:7]([CH2:17][CH2:18][CH2:19][O:20][Si:21]([C:24]([CH3:27])([CH3:26])[CH3:25])([CH3:23])[CH3:22])[C:6](=[O:28])[N:5]([CH3:29])[C:4]=2[N:3]=1.[Cl:30][C:31]1[CH:32]=[C:33]([OH:37])[CH:34]=[CH:35][CH:36]=1.C(=O)([O-])[O-].[K+].[K+]. Product: [Si:21]([O:20][CH2:19][CH2:18][CH2:17][N:7]1[C:8](=[O:16])[C:9]2[N:10]([CH2:11][CH2:12][CH:13]([CH3:15])[CH3:14])[C:2]([O:37][C:33]3[CH:34]=[CH:35][CH:36]=[C:31]([Cl:30])[CH:32]=3)=[N:3][C:4]=2[N:5]([CH3:29])[C:6]1=[O:28])([C:24]([CH3:27])([CH3:26])[CH3:25])([CH3:23])[CH3:22]. The catalyst class is: 18. (3) Reactant: C([O:5][C:6](=[O:30])[CH2:7][C:8]1[CH:9]=[CH:10][C:11]2[O:20][CH2:19][CH2:18][N:17]3[C:13](=[N:14][C:15]([C:21]4[N:22]([CH:26]([CH3:28])[CH3:27])[N:23]=[CH:24][N:25]=4)=[CH:16]3)[C:12]=2[CH:29]=1)(C)(C)C.C(O)(C(F)(F)F)=O. Product: [CH:26]([N:22]1[C:21]([C:15]2[N:14]=[C:13]3[N:17]([CH2:18][CH2:19][O:20][C:11]4[CH:10]=[CH:9][C:8]([CH2:7][C:6]([OH:30])=[O:5])=[CH:29][C:12]=43)[CH:16]=2)=[N:25][CH:24]=[N:23]1)([CH3:28])[CH3:27]. The catalyst class is: 2. (4) Reactant: [OH:1][C@@H:2]1[CH2:6][N:5]([C:7]([O:9][C:10]([CH3:13])([CH3:12])[CH3:11])=[O:8])[C@H:4]([C:14]([O:16][CH3:17])=[O:15])[CH2:3]1.C1N2CCN(CC2)C1.[S:26](Cl)([C:29]1[CH:35]=[CH:34][C:32]([Br:33])=[CH:31][CH:30]=1)(=[O:28])=[O:27]. Product: [Br:33][C:32]1[CH:34]=[CH:35][C:29]([S:26]([O:1][C@@H:2]2[CH2:6][N:5]([C:7]([O:9][C:10]([CH3:11])([CH3:12])[CH3:13])=[O:8])[C@H:4]([C:14]([O:16][CH3:17])=[O:15])[CH2:3]2)(=[O:28])=[O:27])=[CH:30][CH:31]=1. The catalyst class is: 11. (5) Reactant: N[C:2]1[CH:3]=[C:4]([C:11]([F:14])([F:13])[F:12])[C:5]([C:8](=[O:10])[CH3:9])=[N:6][CH:7]=1.N([O-])=O.[Na+].[BrH:19].[OH-].[Na+]. Product: [Br:19][C:2]1[CH:3]=[C:4]([C:11]([F:14])([F:13])[F:12])[C:5]([C:8](=[O:10])[CH3:9])=[N:6][CH:7]=1. The catalyst class is: 445. (6) Reactant: [OH-].[Na+].[Cl:3][C:4]1[NH:5][C:6]2[C:11]([C:12]=1[CH:13]=[O:14])=[CH:10][CH:9]=[CH:8][CH:7]=2.[C:15]1([S:21](Cl)(=[O:23])=[O:22])[CH:20]=[CH:19][CH:18]=[CH:17][CH:16]=1. Product: [C:15]1([S:21]([N:5]2[C:6]3[C:11](=[CH:10][CH:9]=[CH:8][CH:7]=3)[C:12]([CH:13]=[O:14])=[C:4]2[Cl:3])(=[O:23])=[O:22])[CH:20]=[CH:19][CH:18]=[CH:17][CH:16]=1. The catalyst class is: 8.